From a dataset of Cav3 T-type calcium channel HTS with 100,875 compounds. Binary Classification. Given a drug SMILES string, predict its activity (active/inactive) in a high-throughput screening assay against a specified biological target. (1) The result is 0 (inactive). The molecule is S(c1n(c(=O)c2c(n1)cccc2)c1ccccc1)CC(=O)Nc1noc(c1)C. (2) The compound is s1c2c(CCCC2)c(c1NC(=O)C1CC1)C(OC)=O. The result is 0 (inactive). (3) The drug is FC(F)(F)c1cc(C(N2CCOCC2)c2n(nnn2)C(C)(C)C)ccc1. The result is 0 (inactive). (4) The molecule is O=C(NCCCN1CCCCC1)c1cc2[nH]c(=O)n(c(=O)c2cc1)Cc1ccc(OC)cc1. The result is 0 (inactive).